From a dataset of Peptide-MHC class I binding affinity with 185,985 pairs from IEDB/IMGT. Regression. Given a peptide amino acid sequence and an MHC pseudo amino acid sequence, predict their binding affinity value. This is MHC class I binding data. The peptide sequence is ATLLVWHTW. The MHC is HLA-B58:01 with pseudo-sequence HLA-B58:01. The binding affinity (normalized) is 0.951.